From a dataset of Full USPTO retrosynthesis dataset with 1.9M reactions from patents (1976-2016). Predict the reactants needed to synthesize the given product. (1) Given the product [Cl:13][CH2:14][C:15]([C:12]1[C:2]([F:1])=[CH:3][C:4]2[S:9][CH2:8][C:7](=[O:10])[NH:6][C:5]=2[CH:11]=1)=[O:16], predict the reactants needed to synthesize it. The reactants are: [F:1][C:2]1[CH:12]=[CH:11][C:5]2[NH:6][C:7](=[O:10])[CH2:8][S:9][C:4]=2[CH:3]=1.[Cl:13][CH2:14][C:15](Cl)=[O:16]. (2) Given the product [Si:1]([O:8][CH:9]1[CH2:14][CH2:13][CH:12]([NH:15][C:16]2[CH:21]=[CH:20][CH:19]=[CH:18][C:17]=2[C:27]#[C:26][CH:23]2[CH2:25][CH2:24]2)[CH2:11][CH2:10]1)([C:4]([CH3:7])([CH3:6])[CH3:5])([CH3:3])[CH3:2], predict the reactants needed to synthesize it. The reactants are: [Si:1]([O:8][CH:9]1[CH2:14][CH2:13][CH:12]([NH:15][C:16]2[CH:21]=[CH:20][CH:19]=[CH:18][C:17]=2I)[CH2:11][CH2:10]1)([C:4]([CH3:7])([CH3:6])[CH3:5])([CH3:3])[CH3:2].[CH:23]1([C:26]#[CH:27])[CH2:25][CH2:24]1. (3) Given the product [F:1][CH2:2][CH2:3][N:11]([CH3:10])[C:12]1[CH:17]=[CH:16][N:15]2[CH:18]=[C:19]([C:21]3[CH:26]=[CH:25][CH:24]=[CH:23][CH:22]=3)[N:20]=[C:14]2[CH:13]=1, predict the reactants needed to synthesize it. The reactants are: [F:1][C:2](F)(F)[C:3](O)=O.FC[CH2:10][NH:11][C:12]1[CH:17]=[CH:16][N:15]2[CH:18]=[C:19]([C:21]3[CH:26]=[CH:25][CH:24]=[CH:23][CH:22]=3)[N:20]=[C:14]2[CH:13]=1.IC. (4) Given the product [Br:10][C:11]1[CH:12]=[C:13]2[C:17](=[CH:18][CH:19]=1)[N:16]([CH2:6][C:5]1[CH:8]=[CH:9][C:2]([F:1])=[CH:3][CH:4]=1)[CH:15]=[CH:14]2, predict the reactants needed to synthesize it. The reactants are: [F:1][C:2]1[CH:9]=[CH:8][C:5]([CH2:6]Br)=[CH:4][CH:3]=1.[Br:10][C:11]1[CH:12]=[C:13]2[C:17](=[CH:18][CH:19]=1)[NH:16][CH:15]=[CH:14]2. (5) Given the product [CH2:1]([N:3]([CH2:30][C:27]1[NH:26][C:25]2[CH:24]=[CH:23][CH:22]=[C:21]([N:18]3[CH2:17][CH2:16][N:15]([CH3:14])[CH2:20][CH2:19]3)[C:29]=2[N:28]=1)[C@@H:4]1[C:13]2[N:12]=[CH:11][CH:10]=[CH:9][C:8]=2[CH2:7][CH2:6][CH2:5]1)[CH3:2], predict the reactants needed to synthesize it. The reactants are: [CH2:1]([NH:3][C@@H:4]1[C:13]2[N:12]=[CH:11][CH:10]=[CH:9][C:8]=2[CH2:7][CH2:6][CH2:5]1)[CH3:2].[CH3:14][N:15]1[CH2:20][CH2:19][N:18]([C:21]2[C:29]3[N:28]=[C:27]([CH:30]=O)[NH:26][C:25]=3[CH:24]=[CH:23][CH:22]=2)[CH2:17][CH2:16]1. (6) Given the product [Cl:1][C:2]1[CH:3]=[C:4]([C@@H:8]2[C@@H:13]([C:14]3[CH:19]=[CH:18][C:17]([Cl:20])=[CH:16][CH:15]=3)[N:12]([C@@H:21]([CH2:27][CH3:28])[CH2:22][S:23](=[O:24])(=[O:25])[NH:46][CH:44]3[CH2:45][O:42][CH2:43]3)[C:11](=[O:29])[C@:10]([CH2:31][C:32]([O:34][CH3:35])=[O:33])([CH3:30])[CH2:9]2)[CH:5]=[CH:6][CH:7]=1, predict the reactants needed to synthesize it. The reactants are: [Cl:1][C:2]1[CH:3]=[C:4]([C@@H:8]2[C@@H:13]([C:14]3[CH:19]=[CH:18][C:17]([Cl:20])=[CH:16][CH:15]=3)[N:12]([C@@H:21]([CH2:27][CH3:28])[CH2:22][S:23](O)(=[O:25])=[O:24])[C:11](=[O:29])[C@:10]([CH2:31][C:32]([O:34][CH3:35])=[O:33])([CH3:30])[CH2:9]2)[CH:5]=[CH:6][CH:7]=1.C(Cl)(=O)C(Cl)=O.[O:42]1[CH2:45][CH:44]([NH2:46])[CH2:43]1.C(N(CC)C(C)C)(C)C. (7) Given the product [Cl:1][C:2]1[CH:3]=[C:4]([NH:9][C:10]2[N:14]=[C:13]([NH:15][CH:36]3[CH2:37][CH2:38][N:33]([S:30]([CH3:29])(=[O:32])=[O:31])[CH2:34][CH2:35]3)[NH:12][N:11]=2)[CH:5]=[C:6]([Cl:8])[CH:7]=1, predict the reactants needed to synthesize it. The reactants are: [Cl:1][C:2]1[CH:3]=[C:4]([NH:9][C:10]2[N:14]=[C:13]([NH2:15])[NH:12][N:11]=2)[CH:5]=[C:6]([Cl:8])[CH:7]=1.ClC1C=C(N=C=S)C=C(Cl)C=1C#N.[CH3:29][S:30]([N:33]1[CH2:38][CH2:37][C:36](=O)[CH2:35][CH2:34]1)(=[O:32])=[O:31].C([BH3-])#N.[Na+].